Dataset: NCI-60 drug combinations with 297,098 pairs across 59 cell lines. Task: Regression. Given two drug SMILES strings and cell line genomic features, predict the synergy score measuring deviation from expected non-interaction effect. (1) Drug 1: C1CN1C2=NC(=NC(=N2)N3CC3)N4CC4. Drug 2: CC(C)CN1C=NC2=C1C3=CC=CC=C3N=C2N. Cell line: CAKI-1. Synergy scores: CSS=43.9, Synergy_ZIP=-0.638, Synergy_Bliss=0.681, Synergy_Loewe=1.84, Synergy_HSA=2.08. (2) Drug 1: CC1=CC=C(C=C1)C2=CC(=NN2C3=CC=C(C=C3)S(=O)(=O)N)C(F)(F)F. Drug 2: C(=O)(N)NO. Cell line: DU-145. Synergy scores: CSS=-1.92, Synergy_ZIP=3.18, Synergy_Bliss=2.43, Synergy_Loewe=-0.942, Synergy_HSA=-4.66. (3) Drug 1: CC1CCC2CC(C(=CC=CC=CC(CC(C(=O)C(C(C(=CC(C(=O)CC(OC(=O)C3CCCCN3C(=O)C(=O)C1(O2)O)C(C)CC4CCC(C(C4)OC)OCCO)C)C)O)OC)C)C)C)OC. Drug 2: C(CCl)NC(=O)N(CCCl)N=O. Cell line: SK-MEL-5. Synergy scores: CSS=15.6, Synergy_ZIP=-4.24, Synergy_Bliss=-0.348, Synergy_Loewe=-36.3, Synergy_HSA=0.0921. (4) Drug 1: CC1CCC2CC(C(=CC=CC=CC(CC(C(=O)C(C(C(=CC(C(=O)CC(OC(=O)C3CCCCN3C(=O)C(=O)C1(O2)O)C(C)CC4CCC(C(C4)OC)O)C)C)O)OC)C)C)C)OC. Drug 2: B(C(CC(C)C)NC(=O)C(CC1=CC=CC=C1)NC(=O)C2=NC=CN=C2)(O)O. Cell line: SK-MEL-28. Synergy scores: CSS=48.3, Synergy_ZIP=2.33, Synergy_Bliss=2.54, Synergy_Loewe=-1.26, Synergy_HSA=3.06. (5) Drug 2: CCCCCOC(=O)NC1=NC(=O)N(C=C1F)C2C(C(C(O2)C)O)O. Synergy scores: CSS=1.66, Synergy_ZIP=3.16, Synergy_Bliss=3.30, Synergy_Loewe=2.53, Synergy_HSA=-2.17. Cell line: OVCAR3. Drug 1: CN1C2=C(C=C(C=C2)N(CCCl)CCCl)N=C1CCCC(=O)O.Cl. (6) Drug 1: C1CN1C2=NC(=NC(=N2)N3CC3)N4CC4. Drug 2: C1C(C(OC1N2C=NC3=C2NC=NCC3O)CO)O. Cell line: HL-60(TB). Synergy scores: CSS=66.5, Synergy_ZIP=0.742, Synergy_Bliss=0.565, Synergy_Loewe=-8.66, Synergy_HSA=0.521. (7) Drug 1: CC1=C2C(C(=O)C3(C(CC4C(C3C(C(C2(C)C)(CC1OC(=O)C(C(C5=CC=CC=C5)NC(=O)OC(C)(C)C)O)O)OC(=O)C6=CC=CC=C6)(CO4)OC(=O)C)O)C)O. Drug 2: B(C(CC(C)C)NC(=O)C(CC1=CC=CC=C1)NC(=O)C2=NC=CN=C2)(O)O. Cell line: UO-31. Synergy scores: CSS=23.6, Synergy_ZIP=-3.58, Synergy_Bliss=-6.17, Synergy_Loewe=-17.7, Synergy_HSA=-3.67. (8) Drug 1: CNC(=O)C1=NC=CC(=C1)OC2=CC=C(C=C2)NC(=O)NC3=CC(=C(C=C3)Cl)C(F)(F)F. Drug 2: CC1C(C(CC(O1)OC2CC(CC3=C2C(=C4C(=C3O)C(=O)C5=CC=CC=C5C4=O)O)(C(=O)C)O)N)O. Cell line: PC-3. Synergy scores: CSS=65.9, Synergy_ZIP=2.72, Synergy_Bliss=3.26, Synergy_Loewe=-8.73, Synergy_HSA=6.15.